Dataset: Full USPTO retrosynthesis dataset with 1.9M reactions from patents (1976-2016). Task: Predict the reactants needed to synthesize the given product. (1) Given the product [F:1][C:2]1[C:7]([C:8]2[N:13]=[C:12]([CH3:14])[N:11]=[C:10]([N:15]([CH2:16][C:17]3[CH:18]=[CH:19][C:20]([O:23][CH3:24])=[CH:21][CH:22]=3)[CH2:25][C:26]3[CH:31]=[CH:30][C:29]([O:32][CH3:33])=[CH:28][CH:27]=3)[CH:9]=2)=[CH:6][C:5]([C@H:34]([N:36]2[CH2:37][CH2:38][N:39]([S:50]([CH3:49])(=[O:52])=[O:51])[CH2:40][CH2:41]2)[CH3:35])=[CH:4][N:3]=1, predict the reactants needed to synthesize it. The reactants are: [F:1][C:2]1[C:7]([C:8]2[N:13]=[C:12]([CH3:14])[N:11]=[C:10]([N:15]([CH2:25][C:26]3[CH:31]=[CH:30][C:29]([O:32][CH3:33])=[CH:28][CH:27]=3)[CH2:16][C:17]3[CH:22]=[CH:21][C:20]([O:23][CH3:24])=[CH:19][CH:18]=3)[CH:9]=2)=[CH:6][C:5]([C@H:34]([N:36]2[CH2:41][CH2:40][NH:39][CH2:38][CH2:37]2)[CH3:35])=[CH:4][N:3]=1.CCN(CC)CC.[CH3:49][S:50](Cl)(=[O:52])=[O:51].[OH-].[Na+]. (2) Given the product [Si:15]([O:1][C@@H:2]1[CH2:5][C@H:4]([C:6]([O:8][CH3:9])=[O:7])[CH2:3]1)([C:18]([CH3:21])([CH3:20])[CH3:19])([CH3:17])[CH3:16], predict the reactants needed to synthesize it. The reactants are: [OH:1][C@@H:2]1[CH2:5][C@H:4]([C:6]([O:8][CH3:9])=[O:7])[CH2:3]1.N1C=CN=C1.[Si:15](Cl)([C:18]([CH3:21])([CH3:20])[CH3:19])([CH3:17])[CH3:16].